This data is from Forward reaction prediction with 1.9M reactions from USPTO patents (1976-2016). The task is: Predict the product of the given reaction. (1) The product is: [CH2:1]([N:5]1[C:10]([O:11][C:12]2[CH:13]=[C:14]([CH3:19])[CH:15]=[C:16]([CH3:18])[CH:17]=2)=[C:9]([CH:20]([CH3:21])[CH3:22])[C:8](=[O:23])[NH:7][C:6]1=[O:24])[CH:2]=[CH:3][CH3:4]. Given the reactants [CH2:1]([N:5]1[C:10]([O:11][C:12]2[CH:17]=[C:16]([CH3:18])[CH:15]=[C:14]([CH3:19])[CH:13]=2)=[C:9]([CH:20]([CH3:22])[CH3:21])[C:8](=[O:23])[NH:7][C:6]1=[O:24])[C:2]#[C:3][CH3:4], predict the reaction product. (2) Given the reactants [C:1]([NH:4][CH2:5][CH2:6][CH2:7][S:8]([O:11][CH2:12][C:13]([CH3:26])([CH3:25])[C@@H:14]([O:17][CH2:18][C:19]1[CH:24]=[CH:23][CH:22]=[CH:21][CH:20]=1)[CH:15]=C)(=[O:10])=[O:9])(=[O:3])[CH3:2].[O:27]=[O+][O-].CSC, predict the reaction product. The product is: [C:1]([NH:4][CH2:5][CH2:6][CH2:7][S:8]([O:11][CH2:12][C:13]([CH3:25])([CH3:26])[C@@H:14]([O:17][CH2:18][C:19]1[CH:20]=[CH:21][CH:22]=[CH:23][CH:24]=1)[CH:15]=[O:27])(=[O:9])=[O:10])(=[O:3])[CH3:2]. (3) Given the reactants [F:1][C:2]1[CH:34]=[CH:33][C:5]([CH2:6][NH:7][C:8]([C:10]2[N:11]=[C:12]3[C:18]4([NH:21][C:22](=[O:28])[O:23][C:24]([CH3:27])([CH3:26])[CH3:25])[CH2:19][CH2:20][CH:15]([CH2:16][CH2:17]4)[CH2:14][N:13]3[C:29](=[O:32])[C:30]=2[OH:31])=[O:9])=[CH:4][CH:3]=1.[CH3:35][S:36](O[S:36]([CH3:35])(=[O:38])=[O:37])(=[O:38])=[O:37], predict the reaction product. The product is: [CH3:35][S:36]([O:31][C:30]1[C:29](=[O:32])[N:13]2[CH2:14][CH:15]3[CH2:20][CH2:19][C:18]([NH:21][C:22]([O:23][C:24]([CH3:26])([CH3:27])[CH3:25])=[O:28])([C:12]2=[N:11][C:10]=1[C:8](=[O:9])[NH:7][CH2:6][C:5]1[CH:33]=[CH:34][C:2]([F:1])=[CH:3][CH:4]=1)[CH2:17][CH2:16]3)(=[O:38])=[O:37]. (4) Given the reactants [Si]([O:8][CH2:9][Sn](CCCC)(CCCC)CCCC)(C(C)(C)C)(C)C.[CH3:23][N:24]1[CH2:28][CH2:27][CH2:26][C:25]1=O.ClC1N=C(C)C(OC[C:40]2([C:50]([NH:52][C:53]3[CH:58]=[CH:57][C:56]([F:59])=[CH:55][N:54]=3)=[O:51])[CH2:42][CH:41]2[C:43]2[CH:48]=[CH:47][CH:46]=[C:45]([F:49])[CH:44]=2)=CN=1.[F-].C([N+:65](CCCC)(CCCC)CCCC)CCC.C1[CH2:82][O:81]CC1, predict the reaction product. The product is: [F:49][C:45]1[CH:44]=[C:43]([C:41]2([CH2:82][O:81][C:27]3[C:26]([CH3:25])=[N:65][C:23]([CH2:9][OH:8])=[N:24][CH:28]=3)[CH2:42][CH:40]2[C:50]([NH:52][C:53]2[CH:58]=[CH:57][C:56]([F:59])=[CH:55][N:54]=2)=[O:51])[CH:48]=[CH:47][CH:46]=1. (5) Given the reactants [CH2:1]([O:3][C:4]([N:6]1[CH2:12][CH:11]([NH2:13])[C:10]2=[N:14][C:15]([C:19]3[CH:24]=[CH:23][N:22]=[CH:21][N:20]=3)=[CH:16][C:17](=[O:18])[N:9]2[CH2:8][CH2:7]1)=[O:5])[CH3:2].[CH:25](=O)[C:26]1[CH:31]=[CH:30][CH:29]=[CH:28][CH:27]=1.C(O[BH-](OC(=O)C)OC(=O)C)(=O)C.[Na+].C(O)(=O)C.[Cl:51]CCl, predict the reaction product. The product is: [ClH:51].[CH2:1]([O:3][C:4]([N:6]1[CH2:12][CH:11]([NH:13][CH2:25][C:26]2[CH:31]=[CH:30][CH:29]=[CH:28][CH:27]=2)[C:10]2=[N:14][C:15]([C:19]3[CH:24]=[CH:23][N:22]=[CH:21][N:20]=3)=[CH:16][C:17](=[O:18])[N:9]2[CH2:8][CH2:7]1)=[O:5])[CH3:2]. (6) Given the reactants [CH2:1]([O:4][CH2:5][C@H:6]([NH:13]C(=O)C(F)(F)F)[C:7]1[CH:12]=[CH:11][CH:10]=[CH:9][CH:8]=1)[CH:2]=[CH2:3].C(=O)([O-])[O-].[K+].[K+].CO, predict the reaction product. The product is: [CH2:1]([O:4][CH2:5][C@@H:6]([C:7]1[CH:12]=[CH:11][CH:10]=[CH:9][CH:8]=1)[NH2:13])[CH:2]=[CH2:3].